From a dataset of Full USPTO retrosynthesis dataset with 1.9M reactions from patents (1976-2016). Predict the reactants needed to synthesize the given product. (1) Given the product [Cl:21][C:22]1[CH:23]=[C:24]2[C:30]3([CH2:35][CH2:34][N:33]([CH2:1][CH:2]([CH3:3])[CH2:5][CH3:6])[CH2:32][CH2:31]3)[CH2:29][N:28]([C:36]3[C:37]4[CH:44]=[CH:43][NH:42][C:38]=4[N:39]=[CH:40][N:41]=3)[C:25]2=[CH:26][CH:27]=1, predict the reactants needed to synthesize it. The reactants are: [CH3:1][CH:2]([CH2:5][CH3:6])[CH:3]=O.C(O[BH-](OC(=O)C)OC(=O)C)(=O)C.[Na+].[Cl:21][C:22]1[CH:23]=[C:24]2[C:30]3([CH2:35][CH2:34][NH:33][CH2:32][CH2:31]3)[CH2:29][N:28]([C:36]3[C:37]4[CH:44]=[CH:43][NH:42][C:38]=4[N:39]=[CH:40][N:41]=3)[C:25]2=[CH:26][CH:27]=1.N. (2) Given the product [O-:23][N+:12]1[C:13]2[CH:22]=[C:21]3[C:17](=[CH:16][C:14]=2[N:15]=[C:10]([NH:6][CH2:5][CH2:4][N:3]([CH2:7][CH3:8])[CH2:1][CH3:2])[N:11]=1)[CH2:18][CH2:19][CH2:20]3, predict the reactants needed to synthesize it. The reactants are: [CH2:1]([N:3]([CH2:7][CH3:8])[CH2:4][CH2:5][NH2:6])[CH3:2].Cl[C:10]1[N:11]=[N+:12]([O-:23])[C:13]2[CH:22]=[C:21]3[C:17]([CH2:18][CH2:19][CH2:20]3)=[CH:16][C:14]=2[N:15]=1. (3) Given the product [C:15]([O:19][C:20]([N:22]1[CH2:27][CH2:26][N:25]([CH2:31][C:32]([OH:34])=[O:33])[CH2:24][C@H:23]1[CH3:35])=[O:21])([CH3:18])([CH3:16])[CH3:17], predict the reactants needed to synthesize it. The reactants are: C(OC(N1CCNC[C@H]1C)=O)(C)(C)C.[C:15]([O:19][C:20]([N:22]1[CH2:27][C@H:26](COC)[N:25]([CH2:31][C:32]([OH:34])=[O:33])[CH2:24][C@H:23]1[CH3:35])=[O:21])([CH3:18])([CH3:17])[CH3:16]. (4) Given the product [CH3:1][N:2]([CH3:35])[CH2:3][CH2:4][NH:5][C:6]1[N:11]=[C:10]([C:12]2[CH:17]=[CH:16][CH:15]=[CH:14][CH:13]=2)[N:9]=[C:8]([C:18]([NH:20][C:21]2[CH:26]=[CH:25][CH:24]=[CH:23][C:22]=2[C:27]2[S:28][C:29]([CH2:32][CH:33]([CH3:37])[CH3:34])=[N:30][N:31]=2)=[O:19])[CH:7]=1, predict the reactants needed to synthesize it. The reactants are: [CH3:1][N:2]([CH3:35])[CH2:3][CH2:4][NH:5][C:6]1[N:11]=[C:10]([C:12]2[CH:17]=[CH:16][CH:15]=[CH:14][CH:13]=2)[N:9]=[C:8]([C:18]([NH:20][C:21]2[CH:26]=[CH:25][CH:24]=[CH:23][C:22]=2[C:27]2[S:28][C:29]([CH2:32][CH2:33][CH3:34])=[N:30][N:31]=2)=[O:19])[CH:7]=1.Cl[C:37]1N=C(C2C=CC=CC=2)N=C(C(NC2C=CC=CC=2C2SC(CCC)=NN=2)=O)C=1. (5) Given the product [CH:34]1([C@@H:19]2[C:18]3=[CH:17][N:16]([CH2:37][O:38][CH2:39][CH2:40][Si:41]([CH3:44])([CH3:43])[CH3:42])[N:15]=[C:14]3[C:8]3[CH:9]=[C:10]([F:13])[CH:11]=[CH:12][C:7]=3[N:20]2[S:21]([C:24]2[CH:25]=[N:26][C:27]([C:30]([F:33])([F:32])[F:31])=[CH:28][CH:29]=2)(=[O:23])=[O:22])[CH2:36][CH2:35]1, predict the reactants needed to synthesize it. The reactants are: C([O-])(=O)C.[Cs+].Br[C:7]1[CH:12]=[CH:11][C:10]([F:13])=[CH:9][C:8]=1[C:14]1[C:18]([C@@H:19]([CH:34]2[CH2:36][CH2:35]2)[NH:20][S:21]([C:24]2[CH:25]=[N:26][C:27]([C:30]([F:33])([F:32])[F:31])=[CH:28][CH:29]=2)(=[O:23])=[O:22])=[CH:17][N:16]([CH2:37][O:38][CH2:39][CH2:40][Si:41]([CH3:44])([CH3:43])[CH3:42])[N:15]=1. (6) The reactants are: CC(C)([O-])C.[K+].C(NC(C)C)(C)C.C([Li])CCC.Cl.Cl.[CH3:21][C:22]([C:32]1[CH:37]=[CH:36][CH:35]=[CH:34][N:33]=1)([CH3:31])[CH:23]([C:25]1[CH:30]=[CH:29][CH:28]=[CH:27][CH:26]=1)[NH2:24].C(=N/[S@@:46]([C:48]([CH3:51])([CH3:50])[CH3:49])=[O:47])\C1C=CC=CC=1. Given the product [CH3:49][C:48]([S@:46]([NH:24][C@@H:23]([C:25]1[CH:30]=[CH:29][CH:28]=[CH:27][CH:26]=1)[C:22]([CH3:21])([C:32]1[CH:37]=[CH:36][CH:35]=[CH:34][N:33]=1)[CH3:31])=[O:47])([CH3:51])[CH3:50], predict the reactants needed to synthesize it. (7) Given the product [OH:26][CH2:25][C:23]1[CH:22]=[CH:21][C:17]2[S:18][C:19]([CH3:20])=[C:15]([C:12]3[CH:13]=[CH:14][C:9]([O:8][CH:5]4[CH2:6][CH2:7][S:2](=[O:30])(=[O:1])[CH2:3][CH2:4]4)=[CH:10][C:11]=3[CH3:29])[C:16]=2[CH:24]=1, predict the reactants needed to synthesize it. The reactants are: [O:1]=[S:2]1(=[O:30])[CH2:7][CH2:6][CH:5]([O:8][C:9]2[CH:14]=[CH:13][C:12]([C:15]3[C:16]4[CH:24]=[C:23]([C:25](OC)=[O:26])[CH:22]=[CH:21][C:17]=4[S:18][C:19]=3[CH3:20])=[C:11]([CH3:29])[CH:10]=2)[CH2:4][CH2:3]1.CC(C[AlH]CC(C)C)C.C(C(C(C([O-])=O)O)O)([O-])=O.[K+].[Na+]. (8) Given the product [CH2:28]([S:27]([C:20]1[CH:21]=[C:22]([CH:25]=[CH:26][C:19]=1[CH:18]1[C:17]2[C:30](=[O:33])[CH2:31][CH2:32][C:16]=2[N:15]([C:34]2[CH:39]=[CH:38][CH:37]=[C:36]([C:40]([F:42])([F:43])[F:41])[CH:35]=2)[C:14](=[O:44])[N:13]1[CH3:12])[C:23]#[N:24])=[O:6])[CH3:29], predict the reactants needed to synthesize it. The reactants are: ClC1C=C(C=CC=1)C(OO)=[O:6].[CH3:12][N:13]1[CH:18]([C:19]2[CH:26]=[CH:25][C:22]([C:23]#[N:24])=[CH:21][C:20]=2[S:27][CH2:28][CH3:29])[C:17]2[C:30](=[O:33])[CH2:31][CH2:32][C:16]=2[N:15]([C:34]2[CH:39]=[CH:38][CH:37]=[C:36]([C:40]([F:43])([F:42])[F:41])[CH:35]=2)[C:14]1=[O:44]. (9) Given the product [CH2:1]([O:3][C:4]([C:6]1([C:11]([CH3:18])([CH3:19])[O:12][SiH2:13][C:14]([CH3:17])([CH3:16])[CH3:15])[CH2:10][CH2:9][N:8]([CH2:34][C:35]([O:37][C:38]([CH3:41])([CH3:40])[CH3:39])=[O:36])[CH2:7]1)=[O:5])[CH3:2], predict the reactants needed to synthesize it. The reactants are: [CH2:1]([O:3][C:4]([C:6]1([C:11]([CH3:19])([CH3:18])[O:12][SiH2:13][C:14]([CH3:17])([CH3:16])[CH3:15])[CH2:10][CH2:9][NH:8][CH2:7]1)=[O:5])[CH3:2].C(N(CC)CC)C.C(=O)([O-])[O-].[Cs+].[Cs+].Br[CH2:34][C:35]([O:37][C:38]([CH3:41])([CH3:40])[CH3:39])=[O:36].